Regression. Given a peptide amino acid sequence and an MHC pseudo amino acid sequence, predict their binding affinity value. This is MHC class II binding data. From a dataset of Peptide-MHC class II binding affinity with 134,281 pairs from IEDB. The peptide sequence is MSGHALAARTLLAAA. The MHC is HLA-DQA10401-DQB10402 with pseudo-sequence HLA-DQA10401-DQB10402. The binding affinity (normalized) is 0.492.